Task: Predict which catalyst facilitates the given reaction.. Dataset: Catalyst prediction with 721,799 reactions and 888 catalyst types from USPTO (1) Reactant: [F:1][C:2]1[CH:7]=[C:6]([F:8])[C:5]([C:9]2[C:18]3[C:13](=[CH:14][C:15]([N:19]4[CH2:24][CH2:23][O:22][CH2:21][CH2:20]4)=[CH:16][CH:17]=3)[N:12]=[CH:11][N:10]=2)=[CH:4][C:3]=1[CH2:25][C:26]#[N:27].Cl[C:29]1[C:34]([O:35][CH3:36])=[N:33][CH:32]=[CH:31][N:30]=1.CC(C)([O-])C.[K+].[NH4+].[Cl-]. Product: [F:1][C:2]1[CH:7]=[C:6]([F:8])[C:5]([C:9]2[C:18]3[C:13](=[CH:14][C:15]([N:19]4[CH2:20][CH2:21][O:22][CH2:23][CH2:24]4)=[CH:16][CH:17]=3)[N:12]=[CH:11][N:10]=2)=[CH:4][C:3]=1[CH:25]([C:29]1[C:34]([O:35][CH3:36])=[N:33][CH:32]=[CH:31][N:30]=1)[C:26]#[N:27]. The catalyst class is: 30. (2) Reactant: [C:1]1([C:23]2[CH:28]=[CH:27][CH:26]=[CH:25][CH:24]=2)[CH:6]=[CH:5][C:4]([CH2:7][C@@H:8]([NH:15][C:16]([O:18][C:19]([CH3:22])([CH3:21])[CH3:20])=[O:17])[CH2:9][C:10](=[CH2:14])[C:11]([OH:13])=[O:12])=[CH:3][CH:2]=1.C(=O)([O-])[O-].[CH2:33](I)[CH3:34].C(OC(C)C)(=O)C. Product: [CH2:33]([O:12][C:11](=[O:13])[C:10](=[CH2:14])[CH2:9][C@H:8]([NH:15][C:16]([O:18][C:19]([CH3:22])([CH3:21])[CH3:20])=[O:17])[CH2:7][C:4]1[CH:3]=[CH:2][C:1]([C:23]2[CH:24]=[CH:25][CH:26]=[CH:27][CH:28]=2)=[CH:6][CH:5]=1)[CH3:34].[C:1]1([C:23]2[CH:24]=[CH:25][CH:26]=[CH:27][CH:28]=2)[CH:2]=[CH:3][C:4]([CH2:7][C@@H:8]([NH:15][C:16]([O:18][C:19]([CH3:22])([CH3:21])[CH3:20])=[O:17])[CH2:9][C:10](=[CH2:14])[C:11]([OH:13])=[O:12])=[CH:5][CH:6]=1. The catalyst class is: 145. (3) Reactant: [Cl:1][C:2]1[CH:10]=[C:9]2[C:5]([C:6]([C:18]3[N:19]=[C:20]4[C:26]([C:27]([NH:29][CH:30]([CH3:32])[CH3:31])=[O:28])=[CH:25][N:24](COCC[Si](C)(C)C)[C:21]4=[N:22][CH:23]=3)=[N:7][N:8]2[CH2:11][C:12]2[N:13]([CH3:17])[CH:14]=[CH:15][N:16]=2)=[CH:4][CH:3]=1.FC(F)(F)C(O)=O. Product: [Cl:1][C:2]1[CH:10]=[C:9]2[C:5]([C:6]([C:18]3[N:19]=[C:20]4[C:26]([C:27]([NH:29][CH:30]([CH3:32])[CH3:31])=[O:28])=[CH:25][NH:24][C:21]4=[N:22][CH:23]=3)=[N:7][N:8]2[CH2:11][C:12]2[N:13]([CH3:17])[CH:14]=[CH:15][N:16]=2)=[CH:4][CH:3]=1. The catalyst class is: 68. (4) Reactant: [C:1]([O:5][C:6]([N:8]1[CH2:13][CH2:12][CH:11]([N:14]2[C:22]3[C:17](=[CH:18][CH:19]=[C:20]([F:23])[CH:21]=3)[C:16]([C:24]3[N:25]=[C:26]4[C:32]([CH:33]=[O:34])=[CH:31][N:30]([CH2:35][O:36][CH2:37][CH2:38][Si:39]([CH3:42])([CH3:41])[CH3:40])[C:27]4=[N:28][CH:29]=3)=[N:15]2)[CH2:10][CH2:9]1)=[O:7])([CH3:4])([CH3:3])[CH3:2].S(=O)(=O)([OH:45])N.Cl([O-])=O.[Na+].P([O-])(O)(O)=O.[K+]. Product: [C:1]([O:5][C:6]([N:8]1[CH2:13][CH2:12][CH:11]([N:14]2[C:22]3[C:17](=[CH:18][CH:19]=[C:20]([F:23])[CH:21]=3)[C:16]([C:24]3[N:25]=[C:26]4[C:32]([C:33]([OH:45])=[O:34])=[CH:31][N:30]([CH2:35][O:36][CH2:37][CH2:38][Si:39]([CH3:42])([CH3:41])[CH3:40])[C:27]4=[N:28][CH:29]=3)=[N:15]2)[CH2:10][CH2:9]1)=[O:7])([CH3:4])([CH3:3])[CH3:2]. The catalyst class is: 20. (5) Reactant: [C:1]1([CH3:18])[CH:6]=[CH:5][C:4]([S:7]([N:10]2[CH:14]=[C:13]([CH2:15][CH2:16][NH2:17])[N:12]=[CH:11]2)(=[O:9])=[O:8])=[CH:3][CH:2]=1.[CH3:19][C:20]1[C:21]([CH:27]=O)=[N:22][CH:23]=[C:24]([CH3:26])[CH:25]=1.[BH-](OC(C)=O)(OC(C)=O)OC(C)=O.[Na+]. Product: [CH3:19][C:20]1[C:21]([CH2:27][NH:17][CH2:16][CH2:15][C:13]2[N:12]=[CH:11][N:10]([S:7]([C:4]3[CH:3]=[CH:2][C:1]([CH3:18])=[CH:6][CH:5]=3)(=[O:9])=[O:8])[CH:14]=2)=[N:22][CH:23]=[C:24]([CH3:26])[CH:25]=1. The catalyst class is: 2. (6) Reactant: [Br:1]N1C(=O)CCC1=O.[CH3:9][O:10][C:11]1[CH2:15][CH2:14][C:13](=[O:16])[CH:12]=1. Product: [Br:1][C:12]1[C:13](=[O:16])[CH2:14][CH2:15][C:11]=1[O:10][CH3:9]. The catalyst class is: 26. (7) Reactant: [OH:1][CH:2]([CH2:6][CH2:7][CH2:8][CH3:9])[C:3]([OH:5])=[O:4].Br[CH:11]([CH3:15])[C:12](Br)=[O:13].C(N(CC)CC)C. Product: [CH3:15][CH:11]1[O:4][C:3](=[O:5])[CH:2]([CH2:6][CH2:7][CH2:8][CH3:9])[O:1][C:12]1=[O:13]. The catalyst class is: 21. (8) Reactant: O.O.[Sn](Cl)Cl.[Cl:6][C:7]1[CH:8]=[C:9]2[C:15]([N+:16]([O-])=O)=[CH:14][NH:13][C:10]2=[N:11][CH:12]=1.[OH-].[Na+]. Product: [Cl:6][C:7]1[CH:8]=[C:9]2[C:15]([NH2:16])=[CH:14][NH:13][C:10]2=[N:11][CH:12]=1. The catalyst class is: 126. (9) Reactant: [OH-].[K+].[N:3]1[CH:8]=[CH:7][C:6]([CH:9]=[O:10])=[CH:5][CH:4]=1.[N+:11]([CH2:13][C:14]([N:16]1[CH2:21][CH2:20][N:19]([CH3:22])[CH2:18][CH2:17]1)=[O:15])#[C-:12]. Product: [N:3]1[CH:8]=[CH:7][C:6]([C@@H:9]2[O:10][CH:12]=[N:11][C@H:13]2[C:14]([N:16]2[CH2:17][CH2:18][N:19]([CH3:22])[CH2:20][CH2:21]2)=[O:15])=[CH:5][CH:4]=1. The catalyst class is: 5. (10) Reactant: Cl[CH2:2][CH2:3][CH2:4][CH2:5][O:6][CH2:7][CH:8]=[CH2:9].[OH:10][C:11]1[CH:19]=[CH:18][C:14]([C:15]([OH:17])=[O:16])=[CH:13][CH:12]=1.C(=O)([O-])[O-].[K+].[K+].CN(C)C=O. Product: [CH2:7]([O:6][CH2:5][CH2:4][CH2:3][CH2:2][O:10][C:11]1[CH:19]=[CH:18][C:14]([C:15]([OH:17])=[O:16])=[CH:13][CH:12]=1)[CH:8]=[CH2:9]. The catalyst class is: 6.